Dataset: Full USPTO retrosynthesis dataset with 1.9M reactions from patents (1976-2016). Task: Predict the reactants needed to synthesize the given product. (1) The reactants are: [NH:1]1[CH2:6][CH2:5][C:4]2([C:10]3[CH:11]=[CH:12][C:13]([OH:15])=[CH:14][C:9]=3[O:8][CH2:7]2)[CH2:3][CH2:2]1.[C:16]([O:20][C:21]([CH3:24])([CH3:23])[CH3:22])(=[O:19])[CH:17]=[CH2:18].C(NC(C)C)(C)C. Given the product [OH:15][C:13]1[CH:12]=[CH:11][C:10]2[C:4]3([CH2:7][O:8][C:9]=2[CH:14]=1)[CH2:5][CH2:6][N:1]([CH2:18][CH2:17][C:16]([O:20][C:21]([CH3:24])([CH3:23])[CH3:22])=[O:19])[CH2:2][CH2:3]3, predict the reactants needed to synthesize it. (2) Given the product [CH2:1]([O:8][C:9]([N:11]1[CH2:15][C@@H:14]([CH3:16])[C@@H:13]([C:17]([OH:19])=[O:18])[CH2:12]1)=[O:10])[C:2]1[CH:3]=[CH:4][CH:5]=[CH:6][CH:7]=1, predict the reactants needed to synthesize it. The reactants are: [CH2:1]([O:8][C:9]([N:11]1[CH2:15][C@@H:14]([CH3:16])[C@@H:13]([C:17]([O-:19])=[O:18])[CH2:12]1)=[O:10])[C:2]1[CH:7]=[CH:6][CH:5]=[CH:4][CH:3]=1.Cl. (3) Given the product [OH:23][N:22]([C:24]1[CH:29]=[CH:28][CH:27]=[CH:26][CH:25]=1)[C:18](=[O:19])[C:17]1[CH:20]=[CH:21][C:14]([O:13][CH3:12])=[CH:15][CH:16]=1, predict the reactants needed to synthesize it. The reactants are: C1CCN2C(=NCCC2)CC1.[CH3:12][O:13][C:14]1[CH:21]=[CH:20][C:17]([CH:18]=[O:19])=[CH:16][CH:15]=1.[N:22]([C:24]1[CH:29]=[CH:28][CH:27]=[CH:26][CH:25]=1)=[O:23]. (4) Given the product [I-:1].[C:22]([O:21][C:19]([N:3]1[CH:7]2[CH2:8][N:9]([C:12]([O:14][C:15]([CH3:16])([CH3:17])[CH3:18])=[O:13])[CH2:10][CH2:11][N+:6]2([CH3:2])[CH2:5][CH2:4]1)=[O:20])([CH3:25])([CH3:24])[CH3:23], predict the reactants needed to synthesize it. The reactants are: [I:1][CH3:2].[N:3]1([C:19]([O:21][C:22]([CH3:25])([CH3:24])[CH3:23])=[O:20])[CH:7]2[CH2:8][N:9]([C:12]([O:14][C:15]([CH3:18])([CH3:17])[CH3:16])=[O:13])[CH2:10][CH2:11][N:6]2[CH2:5][CH2:4]1. (5) Given the product [CH2:1]([N:4]1[C:17]([C:25]2[CH:30]=[CH:29][CH:28]=[CH:27][CH:26]=2)=[C:18]([C:19]2[CH:24]=[CH:23][CH:22]=[CH:21][CH:20]=2)[S:6][C:5]1=[N:7][C:8](=[O:15])[C:9]1[CH:10]=[CH:11][CH:12]=[CH:13][CH:14]=1)[CH:2]=[CH2:3], predict the reactants needed to synthesize it. The reactants are: [CH2:1]([NH:4][C:5]([NH:7][C:8](=[O:15])[C:9]1[CH:14]=[CH:13][CH:12]=[CH:11][CH:10]=1)=[S:6])[CH:2]=[CH2:3].Br[CH:17]([C:25]1[CH:30]=[CH:29][CH:28]=[CH:27][CH:26]=1)[CH2:18][C:19]1[CH:24]=[CH:23][CH:22]=[CH:21][CH:20]=1. (6) Given the product [C:49]([OH:54])(=[O:53])[C:50]([OH:52])=[O:51].[F:1][C:2]1[CH:14]=[CH:13][C:5]2[N:6]([C:7]3[CH:12]=[CH:11][CH:10]=[CH:9][N:8]=3)[C:23](/[CH:22]=[CH:21]/[C:17]3[S:16][CH:20]=[CH:19][CH:18]=3)=[N:15][C:4]=2[CH:3]=1, predict the reactants needed to synthesize it. The reactants are: [F:1][C:2]1[CH:14]=[CH:13][C:5]([NH:6][C:7]2[CH:12]=[CH:11][CH:10]=[CH:9][N:8]=2)=[C:4]([NH2:15])[CH:3]=1.[S:16]1[CH:20]=[CH:19][CH:18]=[C:17]1/[CH:21]=[CH:22]/[C:23](Cl)=O.N1C=CC=CC=1N1C2C=CC=CC=2N=C1/C=C/C1C=CC=CC=1.[C:49]([OH:54])(=[O:53])[C:50]([OH:52])=[O:51].